From a dataset of Forward reaction prediction with 1.9M reactions from USPTO patents (1976-2016). Predict the product of the given reaction. Given the reactants Cl[CH2:2][CH2:3][CH2:4][C:5](=[CH:17][C:18]1[CH:23]=[CH:22][CH:21]=[CH:20][CH:19]=1)[C:6]([NH:8][NH:9][C:10]([O:12][C:13]([CH3:16])([CH3:15])[CH3:14])=[O:11])=[O:7].[H][H], predict the reaction product. The product is: [CH2:17]([CH:5]1[CH2:4][CH2:3][CH2:2][N:8]([NH:9][C:10](=[O:11])[O:12][C:13]([CH3:16])([CH3:15])[CH3:14])[C:6]1=[O:7])[C:18]1[CH:23]=[CH:22][CH:21]=[CH:20][CH:19]=1.